From a dataset of Peptide-MHC class II binding affinity with 134,281 pairs from IEDB. Regression. Given a peptide amino acid sequence and an MHC pseudo amino acid sequence, predict their binding affinity value. This is MHC class II binding data. The MHC is DRB1_0802 with pseudo-sequence DRB1_0802. The peptide sequence is YDKFLANVSTVPTGK. The binding affinity (normalized) is 0.775.